From a dataset of Full USPTO retrosynthesis dataset with 1.9M reactions from patents (1976-2016). Predict the reactants needed to synthesize the given product. (1) Given the product [C:9]([N:12]1[C:21]2[C:16](=[CH:17][C:18]([F:22])=[CH:19][CH:20]=2)[C@H:15]([O:23][C:5]2[CH:7]=[CH:8][C:2]([F:1])=[CH:3][CH:4]=2)[CH2:14][C@@H:13]1[CH3:24])(=[O:11])[CH3:10], predict the reactants needed to synthesize it. The reactants are: [F:1][C:2]1[CH:8]=[CH:7][C:5](N)=[CH:4][CH:3]=1.[C:9]([N:12]1[C:21]2[C:16](=[CH:17][C:18]([F:22])=[CH:19][CH:20]=2)[C@@H:15]([OH:23])[CH2:14][C@@H:13]1[CH3:24])(=[O:11])[CH3:10].FC1C=CC(O)=CC=1. (2) Given the product [CH3:1][O:2][C:3]1[C:8]([CH:9]2[CH2:13][CH2:12][CH2:11][CH:10]2[CH2:14][OH:15])=[CH:7][CH:6]=[CH:5][N:4]=1, predict the reactants needed to synthesize it. The reactants are: [CH3:1][O:2][C:3]1[C:8]([CH:9]2[CH2:13][CH2:12][CH2:11][CH:10]2[C:14](OCC)=[O:15])=[CH:7][CH:6]=[CH:5][N:4]=1.[H-].[H-].[H-].[H-].[Li+].[Al+3]. (3) Given the product [CH:1]1([NH:9][C:10]2[O:11][CH2:12][C:13]3[CH:19]=[C:18]([NH:20][C:24]([CH:21]4[CH2:23][CH2:22]4)=[O:25])[CH:17]=[CH:16][C:14]=3[N:15]=2)[CH2:2][CH2:3][CH2:4][CH2:5][CH2:6][CH2:7][CH2:8]1, predict the reactants needed to synthesize it. The reactants are: [CH:1]1([NH:9][C:10]2[O:11][CH2:12][C:13]3[CH:19]=[C:18]([NH2:20])[CH:17]=[CH:16][C:14]=3[N:15]=2)[CH2:8][CH2:7][CH2:6][CH2:5][CH2:4][CH2:3][CH2:2]1.[CH:21]1([C:24](O)=[O:25])[CH2:23][CH2:22]1. (4) Given the product [OH:2][CH2:3][CH2:4][O:5][C:6]1[CH:11]=[CH:10][N:9]2[C:12]([CH2:15][C:16]3[CH:32]=[CH:31][C:19]4[N:20]=[C:21]([NH:23][C@@H:24]5[CH2:29][CH2:28][CH2:27][CH2:26][C@H:25]5[OH:30])[S:22][C:18]=4[CH:17]=3)=[CH:13][N:14]=[C:8]2[CH:7]=1, predict the reactants needed to synthesize it. The reactants are: C[O:2][CH2:3][CH2:4][O:5][C:6]1[CH:11]=[CH:10][N:9]2[C:12]([CH2:15][C:16]3[CH:32]=[CH:31][C:19]4[N:20]=[C:21]([NH:23][C@@H:24]5[CH2:29][CH2:28][CH2:27][CH2:26][C@H:25]5[OH:30])[S:22][C:18]=4[CH:17]=3)=[CH:13][N:14]=[C:8]2[CH:7]=1.B(Br)(Br)Br. (5) Given the product [CH3:1][O:2][C:3](=[O:11])[C:4]1[CH:9]=[CH:8][C:7]([NH2:10])=[C:6]([I:12])[CH:5]=1, predict the reactants needed to synthesize it. The reactants are: [CH3:1][O:2][C:3](=[O:11])[C:4]1[CH:9]=[CH:8][C:7]([NH2:10])=[CH:6][CH:5]=1.[I:12](Cl)(=O)=O.I(Cl)(=O)=O.C([N+](C)(C)C)C1C=CC=CC=1. (6) Given the product [C:1]([O:5][C:6]([N:8]1[CH2:15][CH2:14][C:11]([F:17])([CH2:12][OH:13])[CH2:10][CH2:9]1)=[O:7])([CH3:4])([CH3:3])[CH3:2], predict the reactants needed to synthesize it. The reactants are: [C:1]([O:5][C:6]([N:8]1[CH2:15][CH2:14][C:11]2([O:13][CH2:12]2)[CH2:10][CH2:9]1)=[O:7])([CH3:4])([CH3:3])[CH3:2].B(F)(F)[F:17].CCOCC. (7) Given the product [CH2:9]([O:11]/[C:12](=[CH:18]\[C:19]1[CH:24]=[CH:23][C:22]([C:25]2[CH:30]=[CH:29][CH:28]=[C:27]([N:31]([CH3:44])[C:32]([NH:8][CH2:1][CH2:2][CH2:3][CH2:4][CH2:5][CH2:6][CH3:7])=[O:33])[N:26]=2)=[CH:21][CH:20]=1)/[C:13]([O:15][CH2:16][CH3:17])=[O:14])[CH3:10], predict the reactants needed to synthesize it. The reactants are: [CH2:1]([NH2:8])[CH2:2][CH2:3][CH2:4][CH2:5][CH2:6][CH3:7].[CH2:9]([O:11]/[C:12](=[CH:18]\[C:19]1[CH:24]=[CH:23][C:22]([C:25]2[CH:30]=[CH:29][CH:28]=[C:27]([N:31]([CH3:44])[C:32](OC3C=CC([N+]([O-])=O)=CC=3)=[O:33])[N:26]=2)=[CH:21][CH:20]=1)/[C:13]([O:15][CH2:16][CH3:17])=[O:14])[CH3:10].O.C(OCC)(=O)C. (8) Given the product [CH2:20]([C:17]1[NH:18][CH:19]=[C:14]([CH:9]([N:1]2[CH2:6][CH2:5][CH2:4][CH2:3][CH2:2]2)[C:10]([F:13])([F:12])[F:11])[C:15](=[O:23])[C:16]=1[OH:22])[CH3:21], predict the reactants needed to synthesize it. The reactants are: [NH:1]1[CH2:6][CH2:5][CH2:4][CH2:3][CH2:2]1.Cl.Cl[CH:9]([C:14]1[C:15](=[O:23])[C:16]([OH:22])=[C:17]([CH2:20][CH3:21])[NH:18][CH:19]=1)[C:10]([F:13])([F:12])[F:11]. (9) Given the product [CH2:30]([O:37][C:38]1[CH:39]=[CH:40][C:41]([C:42]([O:27][C:24]2[CH:25]=[CH:26][C:21]([CH2:20][CH:12]([NH:11][C:9]([O:8][CH2:1][C:2]3[CH:3]=[CH:4][CH:5]=[CH:6][CH:7]=3)=[O:10])[C:13]([O:15][C:16]([CH3:17])([CH3:19])[CH3:18])=[O:14])=[CH:22][C:23]=2[O:28][CH3:29])=[O:43])=[CH:45][CH:46]=1)[CH2:31][CH2:32][CH2:33][CH2:34][CH2:35][CH3:36], predict the reactants needed to synthesize it. The reactants are: [CH2:1]([O:8][C:9]([NH:11][CH:12]([CH2:20][C:21]1[CH:26]=[CH:25][C:24]([OH:27])=[C:23]([O:28][CH3:29])[CH:22]=1)[C:13]([O:15][C:16]([CH3:19])([CH3:18])[CH3:17])=[O:14])=[O:10])[C:2]1[CH:7]=[CH:6][CH:5]=[CH:4][CH:3]=1.[CH2:30]([O:37][C:38]1[CH:46]=[CH:45][C:41]([C:42](Cl)=[O:43])=[CH:40][CH:39]=1)[CH2:31][CH2:32][CH2:33][CH2:34][CH2:35][CH3:36]. (10) Given the product [CH2:1]([O:8][C:9]1[CH:10]=[C:11]([CH:34]=[CH:35][CH:36]=1)[O:12][C:13]1[CH:14]=[CH:15][C:16]2[CH:20]([CH2:21][CH2:22][CH2:23][OH:24])[O:19][B:18]([OH:32])[C:17]=2[CH:33]=1)[C:2]1[CH:3]=[CH:4][CH:5]=[CH:6][CH:7]=1, predict the reactants needed to synthesize it. The reactants are: [CH2:1]([O:8][C:9]1[CH:10]=[C:11]([CH:34]=[CH:35][CH:36]=1)[O:12][C:13]1[CH:14]=[CH:15][C:16]2[CH:20]([CH2:21][CH2:22][CH2:23][O:24][Si](C(C)(C)C)(C)C)[O:19][B:18]([OH:32])[C:17]=2[CH:33]=1)[C:2]1[CH:7]=[CH:6][CH:5]=[CH:4][CH:3]=1.O.C(O)(=O)C.